This data is from Forward reaction prediction with 1.9M reactions from USPTO patents (1976-2016). The task is: Predict the product of the given reaction. (1) Given the reactants Br[CH2:2][C:3]([O:5][CH3:6])=[O:4].C([O-])([O-])=O.[K+].[K+].[Cl:13][C:14]1[C:15]([O:42][CH3:43])=[CH:16][C:17]2[O:22][CH:21]([C:23]([N:25]3[CH2:30][CH2:29][C:28]([CH2:33][C:34]4[CH:39]=[CH:38][C:37]([F:40])=[CH:36][CH:35]=4)([C:31]#[N:32])[CH2:27][CH2:26]3)=[O:24])[CH2:20][NH:19][C:18]=2[CH:41]=1, predict the reaction product. The product is: [CH3:6][O:5][C:3](=[O:4])[CH2:2][N:19]1[C:18]2[CH:41]=[C:14]([Cl:13])[C:15]([O:42][CH3:43])=[CH:16][C:17]=2[O:22][CH:21]([C:23]([N:25]2[CH2:26][CH2:27][C:28]([C:31]#[N:32])([CH2:33][C:34]3[CH:35]=[CH:36][C:37]([F:40])=[CH:38][CH:39]=3)[CH2:29][CH2:30]2)=[O:24])[CH2:20]1. (2) Given the reactants [C:1]([C:3]1[N:8]=[C:7]([CH2:9][CH2:10][C:11]([O:13][CH2:14][CH3:15])=[O:12])[CH:6]=[C:5]([S:16]([CH3:19])(=[O:18])=[O:17])[CH:4]=1)#[N:2].[Cl:20][C:21]1[CH:22]=[C:23]([SH:31])[C:24](=[CH:29][CH:30]=1)[C:25](OC)=[O:26].C(N(CC)CC)C, predict the reaction product. The product is: [Cl:20][C:21]1[CH:30]=[CH:29][C:24]2[C:25](=[O:26])[N:2]=[C:1]([C:3]3[N:8]=[C:7]([CH2:9][CH2:10][C:11]([O:13][CH2:14][CH3:15])=[O:12])[CH:6]=[C:5]([S:16]([CH3:19])(=[O:18])=[O:17])[CH:4]=3)[S:31][C:23]=2[CH:22]=1. (3) Given the reactants C(O)C.[Br:4][C:5]1[C:14]2[C:9](=[CH:10][CH:11]=[CH:12][CH:13]=2)[C:8]([CH:15]=O)=[CH:7][CH:6]=1.Cl.[NH2:18][OH:19].C([O-])(=O)C.[Na+], predict the reaction product. The product is: [Br:4][C:5]1[C:14]2[C:9](=[CH:10][CH:11]=[CH:12][CH:13]=2)[C:8](/[CH:15]=[N:18]/[OH:19])=[CH:7][CH:6]=1. (4) Given the reactants C([N:8]1[CH2:13][CH2:12][C:11]([N:15]2[CH2:20][CH2:19][N:18]([CH2:21][C:22]([O:24][CH2:25][CH3:26])=[O:23])[CH2:17][CH2:16]2)([CH3:14])[CH2:10][CH2:9]1)C1C=CC=CC=1.[H][H], predict the reaction product. The product is: [CH3:14][C:11]1([N:15]2[CH2:16][CH2:17][N:18]([CH2:21][C:22]([O:24][CH2:25][CH3:26])=[O:23])[CH2:19][CH2:20]2)[CH2:12][CH2:13][NH:8][CH2:9][CH2:10]1. (5) The product is: [C:1]([C:5]1[O:9][N:8]=[C:7]([NH:10][C:11]([C@@H:13]2[CH2:18][CH2:17][CH2:16][CH2:15][N:14]2[C:19]([N:21]2[CH2:26][CH2:25][SH2:24](=[O:27])[CH2:23][CH2:22]2)=[O:20])=[O:12])[CH:6]=1)([CH3:4])([CH3:2])[CH3:3]. Given the reactants [C:1]([C:5]1[O:9][N:8]=[C:7]([NH:10][C:11]([C@@H:13]2[CH2:18][CH2:17][CH2:16][CH2:15][N:14]2[C:19]([N:21]2[CH2:26][CH2:25][S:24][CH2:23][CH2:22]2)=[O:20])=[O:12])[CH:6]=1)([CH3:4])([CH3:3])[CH3:2].[OH:27]OS([O-])=O.[K+].O, predict the reaction product. (6) Given the reactants [F:1][C:2]1[C:12]2[CH2:11][CH2:10][CH2:9][C:8]([C:13]3[CH:18]=[CH:17][C:16]([F:19])=[C:15]([O:20][CH3:21])[CH:14]=3)=[C:7]([C:22]#[C:23][CH2:24][CH2:25][CH2:26][CH2:27][OH:28])[C:6]=2[CH:5]=[CH:4][C:3]=1[O:29][CH3:30].[OH-].[K+], predict the reaction product. The product is: [F:1][C:2]1[C:12]2[CH2:11][CH2:10][CH2:9][C:8]([C:13]3[CH:18]=[CH:17][C:16]([F:19])=[C:15]([O:20][CH3:21])[CH:14]=3)=[C:7]([CH2:22][CH2:23][CH2:24][CH2:25][CH2:26][CH2:27][OH:28])[C:6]=2[CH:5]=[CH:4][C:3]=1[O:29][CH3:30]. (7) The product is: [ClH:6].[CH3:1][C:2]([NH:5][CH2:7][C:8]1[N:12]([CH3:13])[N:11]=[N:10][N:9]=1)([CH3:4])[CH3:3]. Given the reactants [CH3:1][C:2]([NH2:5])([CH3:4])[CH3:3].[Cl:6][CH2:7][C:8]1[N:12]([CH3:13])[N:11]=[N:10][N:9]=1, predict the reaction product. (8) Given the reactants [C:1]([C:3]1[CH:8]=[CH:7][C:6]([C:9]2[CH:10]=[C:11]3[C:15](=[CH:16][CH:17]=2)[C:14](=[O:18])[N:13]([CH:19]2[CH2:24][CH2:23][N:22](C(OC(C)(C)C)=O)[CH2:21][CH2:20]2)[CH2:12]3)=[CH:5][CH:4]=1)#[N:2].FC(F)(F)C(O)=O.[Cl:39]CCl, predict the reaction product. The product is: [ClH:39].[O:18]=[C:14]1[C:15]2[C:11](=[CH:10][C:9]([C:6]3[CH:5]=[CH:4][C:3]([C:1]#[N:2])=[CH:8][CH:7]=3)=[CH:17][CH:16]=2)[CH2:12][N:13]1[CH:19]1[CH2:24][CH2:23][NH:22][CH2:21][CH2:20]1. (9) Given the reactants [C@@H:1]1([CH2:7][C:8]#[N:9])[CH2:3][C@H:2]1[CH2:4][C:5]#[N:6].N[NH:11][C:12]([NH2:14])=[S:13], predict the reaction product. The product is: [C@@H:1]1([CH2:7][C:8]2[S:13][C:12]([NH2:14])=[N:11][N:9]=2)[CH2:3][C@H:2]1[CH2:4][C:5]1[S:13][C:12]([NH2:14])=[N:11][N:6]=1.